From a dataset of B-cell epitopes from IEDB database with 3,159 antigens for binding position prediction. Token-level Classification. Given an antigen amino acid sequence, predict which amino acid positions are active epitope sites capable of antibody binding. Output is a list of indices for active positions. Given the antigen sequence: MMSVLARMRVMRHRAWQGLVLLVLALLLSSCGWRGISNVAIPGGPGTGPGSYTIYVQMPDTLAINGNSRVMVADVWVGSIRAIKLKNWVATLTLSLKKDVTLPKNATAKIGQTSLLGSQHVELAAPPDPSPVPLKDGDTIPLKRSSAYPTTEQTLASIATLLRGGGLVNLEGIQQEINAIVTGRADQIRAFLGKLDTFTDELNQQRDDITRAIDSTNRLLAYVGGRSEVLNRVLTDLPPLIKHFADKQELLINASDAVGRLSQSADQYLSAARGDLHQDLQALQCPLKELRRAAPYLVGALKLILTQPFDVDTVPQLVRGDYMNLSLTLDLTYSAIDNAFLTGTGFSGALRALEQSFGRDPETMIPDIRYTPNPNDAPGGPLVERGNRQC, which amino acid positions are active epitope sites? The epitope positions are: [198, 199, 200, 201, 202, 203, 204, 205, 206, 207, 208, 209, 210, 211, 212]. The amino acids at these positions are: TDELNQQRDDITRAI.